From a dataset of Reaction yield outcomes from USPTO patents with 853,638 reactions. Predict the reaction yield, written as a fraction of the theoretical maximum amount of product (1.0 means a 100% yield; for example, 0.34 means a 34% yield). (1) No catalyst specified. The yield is 1.00. The reactants are [OH:1][CH2:2][CH2:3][CH2:4][C:5]1[CH:6]=[C:7]([CH:11]=[C:12]([O:16][CH3:17])[C:13]=1[O:14][CH3:15])[C:8]([OH:10])=[O:9].[CH2:18](Br)[CH:19]=[CH2:20]. The product is [CH2:20]([O:1][CH2:2][CH2:3][CH2:4][C:5]1[CH:6]=[C:7]([CH:11]=[C:12]([O:16][CH3:17])[C:13]=1[O:14][CH3:15])[C:8]([OH:10])=[O:9])[CH:19]=[CH2:18]. (2) The reactants are [C:1](/[C:3](=[C:5]1/[C:6]2[CH:25]=[CH:24][CH:23]=[CH:22][C:7]=2[O:8][CH2:9][C:10]2[C:15]/1=[CH:14][CH:13]=[C:12]([C:16](OCCC)=[O:17])[N:11]=2)/[CH3:4])#[N:2].C(C1C2C=CC(C(OCCC)=O)=CC=2/C(=C\C2CC2)/OC2C=CC=CC1=2)#N.C(C1C2C=CC(C(OCCC)=O)=CC=2/C(=C/C2CC2)/OC2C=CC=CC1=2)#N. No catalyst specified. The product is [OH:17][CH2:16][C:12]1[N:11]=[C:10]2[CH2:9][O:8][C:7]3[CH:22]=[CH:23][CH:24]=[CH:25][C:6]=3/[C:5](=[C:3](\[CH3:4])/[C:1]#[N:2])/[C:15]2=[CH:14][CH:13]=1. The yield is 0.620. (3) The reactants are [C:1]([O:7][CH2:8][CH3:9])(=[O:6])[CH2:2][C:3]([CH3:5])=O.[F:10][C:11]1[CH:18]=[CH:17][C:14]([CH:15]=O)=[CH:13][CH:12]=1.[NH4+:19].[OH-:20]. The catalyst is CCO.C(Cl)Cl. The product is [F:10][C:11]1[CH:18]=[CH:17][C:14]([CH:15]2[C:2]([C:1]([O:7][CH2:8][CH3:9])=[O:6])=[C:3]([CH3:5])[NH:19][C:3]([CH3:5])=[C:2]2[C:1]([O:7][CH2:8][CH3:9])=[O:20])=[CH:13][CH:12]=1. The yield is 0.580. (4) The catalyst is ClCCCl.C(Cl)Cl. The product is [F:17][C:18]1[CH:19]=[C:20]([CH3:25])[C:21]([NH:24][CH2:1][C@@H:3]2[CH2:8][CH2:7][C@H:6]([CH3:9])[CH2:5][N:4]2[C:10]([O:12][C:13]([CH3:16])([CH3:15])[CH3:14])=[O:11])=[N:22][CH:23]=1. The yield is 0.770. The reactants are [CH:1]([C@@H:3]1[CH2:8][CH2:7][C@H:6]([CH3:9])[CH2:5][N:4]1[C:10]([O:12][C:13]([CH3:16])([CH3:15])[CH3:14])=[O:11])=O.[F:17][C:18]1[CH:19]=[C:20]([CH3:25])[C:21]([NH2:24])=[N:22][CH:23]=1.CC(O)=O.C(O[BH-](OC(=O)C)OC(=O)C)(=O)C.[Na+].C([O-])(O)=O.[Na+].